This data is from Full USPTO retrosynthesis dataset with 1.9M reactions from patents (1976-2016). The task is: Predict the reactants needed to synthesize the given product. (1) Given the product [C:34]([CH2:16][C:13]1[S:14][CH:15]=[C:11]([C:7]2[S:6][C:5]([NH:4][C:1]([NH:32][CH2:31][C:30]([O:29][C:25]([CH3:28])([CH3:27])[CH3:26])=[O:33])=[O:3])=[N:9][C:8]=2[CH3:10])[N:12]=1)#[N:36], predict the reactants needed to synthesize it. The reactants are: [C:1]([NH:4][C:5]1[S:6][C:7]([C:11]2[N:12]=[C:13]([C:16](NCC3CCCO3)=O)[S:14][CH:15]=2)=[C:8]([CH3:10])[N:9]=1)(=[O:3])C.[C:25]([O:29][C:30](=[O:33])[CH2:31][NH2:32])([CH3:28])([CH3:27])[CH3:26].[CH2:34]([N:36](CC)CC)C. (2) Given the product [Br:1][C:9]1[CH:8]=[CH:7][C:5]([OH:6])=[C:4]([CH:10]=1)[C:3]([O:12][CH3:13])=[O:11], predict the reactants needed to synthesize it. The reactants are: [Br:1]Br.[C:3]([O:12][CH3:13])(=[O:11])[C:4]1[C:5](=[CH:7][CH:8]=[CH:9][CH:10]=1)[OH:6]. (3) Given the product [Br:22][CH2:23][CH:24]=[CH:25][C:26]([NH:21][C:18]1[CH:19]=[C:20]2[C:15](=[CH:16][CH:17]=1)[N:14]=[CH:13][N:12]=[C:11]2[NH:10][C:4]1[C:5]([F:9])=[CH:6][C:7]([Cl:8])=[C:2]([Cl:1])[CH:3]=1)=[O:27], predict the reactants needed to synthesize it. The reactants are: [Cl:1][C:2]1[CH:3]=[C:4]([NH:10][C:11]2[C:20]3[C:15](=[CH:16][CH:17]=[C:18]([NH2:21])[CH:19]=3)[N:14]=[CH:13][N:12]=2)[C:5]([F:9])=[CH:6][C:7]=1[Cl:8].[Br:22][CH2:23]/[CH:24]=[CH:25]/[C:26](Cl)=[O:27].